This data is from Full USPTO retrosynthesis dataset with 1.9M reactions from patents (1976-2016). The task is: Predict the reactants needed to synthesize the given product. (1) Given the product [NH2:3][CH2:12][C@@H:13]1[CH2:19][C@@H:18]2[C@@H:16]([CH2:17]2)[CH2:15][N:14]1[C:20]([O:22][C:23]([CH3:26])([CH3:25])[CH3:24])=[O:21], predict the reactants needed to synthesize it. The reactants are: O=C1C2C(=CC=CC=2)C(=O)[N:3]1[CH2:12][C@@H:13]1[CH2:19][C@@H:18]2[C@@H:16]([CH2:17]2)[CH2:15][N:14]1[C:20]([O:22][C:23]([CH3:26])([CH3:25])[CH3:24])=[O:21].NN. (2) Given the product [Cl:2][C:3]1[CH:10]=[CH:9][CH:8]=[CH:7][C:4]=1[CH2:5][C:16]1[C:17]([C:18]([O:20][CH2:21][CH3:22])=[O:19])=[CH:12][N:13]=[C:14]([C:23]2[CH:28]=[CH:27][CH:26]=[CH:25][CH:24]=2)[N:15]=1, predict the reactants needed to synthesize it. The reactants are: [Br-].[Cl:2][C:3]1[CH:10]=[CH:9][CH:8]=[CH:7][C:4]=1[CH2:5][Zn+].Cl[C:12]1[C:17]([C:18]([O:20][CH2:21][CH3:22])=[O:19])=[CH:16][N:15]=[C:14]([C:23]2[CH:28]=[CH:27][CH:26]=[CH:25][CH:24]=2)[N:13]=1. (3) Given the product [F:21][C:18]1[CH:19]=[CH:20][C:15]([CH2:14][N:11]2[CH2:12][CH2:13][N:9]([C:7]3[S:8][C:4]([C:1]4[CH:2]=[CH:29][NH:27][N:33]=4)=[C:5]([CH3:23])[N:6]=3)[C:10]2=[O:22])=[CH:16][CH:17]=1, predict the reactants needed to synthesize it. The reactants are: [C:1]([C:4]1[S:8][C:7]([N:9]2[CH2:13][CH2:12][N:11]([CH2:14][C:15]3[CH:20]=[CH:19][C:18]([F:21])=[CH:17][CH:16]=3)[C:10]2=[O:22])=[N:6][C:5]=1[CH3:23])(=O)[CH3:2].COC(OC)[N:27]([CH3:29])C.O.[NH2:33]N. (4) Given the product [Cl:29][C:10]1[C:4]2[CH:3]=[C:2]([CH3:1])[S:17][C:5]=2[O:6][C:7]2[CH:15]=[C:14]([CH3:16])[CH:13]=[CH:12][C:8]=2[N:9]=1, predict the reactants needed to synthesize it. The reactants are: [CH3:1][C:2]1[S:17][C:5]2[O:6][C:7]3[CH:15]=[C:14]([CH3:16])[CH:13]=[CH:12][C:8]=3[NH:9][C:10](=O)[C:4]=2[CH:3]=1.CN(C)C1C=CC=CC=1.P(Cl)(Cl)([Cl:29])=O.